From a dataset of Catalyst prediction with 721,799 reactions and 888 catalyst types from USPTO. Predict which catalyst facilitates the given reaction. (1) Reactant: [C:1]1([S:7]([C:10]2[CH:11]=[CH:12][C:13]([CH2:16][NH:17][C:18](=[O:29])OC3C=CC([N+]([O-])=O)=CC=3)=[N:14][CH:15]=2)(=[O:9])=[O:8])[CH:6]=[CH:5][CH:4]=[CH:3][CH:2]=1.Cl.Cl.[NH:32]1[C:36]2[CH2:37][NH:38][CH2:39][C:35]=2[CH:34]=[N:33]1.C(N(CC)CC)C.O. Product: [C:1]1([S:7]([C:10]2[CH:11]=[CH:12][C:13]([CH2:16][NH:17][C:18]([N:38]3[CH2:39][C:35]4[CH:34]=[N:33][NH:32][C:36]=4[CH2:37]3)=[O:29])=[N:14][CH:15]=2)(=[O:8])=[O:9])[CH:2]=[CH:3][CH:4]=[CH:5][CH:6]=1. The catalyst class is: 8. (2) Reactant: [CH3:1][C:2]1([CH3:19])[C:6]([CH3:8])([CH3:7])[O:5][B:4]([C:9]2[CH:18]=[CH:17][C:12]([O:13][CH2:14][CH2:15][OH:16])=[CH:11][CH:10]=2)[O:3]1.C(N(CC)CC)C.[S:27](Cl)([C:30]1[CH:36]=[CH:35][C:33](C)=[CH:32][CH:31]=1)(=[O:29])=[O:28]. The catalyst class is: 119. Product: [C:30]1([S:27]([O:16][CH2:15][CH2:14][O:13][C:12]2[CH:17]=[CH:18][C:9]([B:4]3[O:3][C:2]([CH3:19])([CH3:1])[C:6]([CH3:7])([CH3:8])[O:5]3)=[CH:10][CH:11]=2)(=[O:29])=[O:28])[CH:36]=[CH:35][CH:33]=[CH:32][CH:31]=1. (3) Reactant: [H-].[Na+].[CH3:3][C:4]([O:7][C:8]([NH:10][C@H:11]([C:20]([O:22][CH3:23])=[O:21])[CH2:12][C:13]1[CH:18]=[CH:17][C:16]([OH:19])=[CH:15][CH:14]=1)=[O:9])([CH3:6])[CH3:5].F[C:25]1[CH:32]=[CH:31][C:28]([CH:29]=[O:30])=[CH:27][CH:26]=1. Product: [C:4]([O:7][C:8]([NH:10][CH:11]([CH2:12][C:13]1[CH:14]=[CH:15][C:16]([O:19][C:25]2[CH:32]=[CH:31][C:28]([CH:29]=[O:30])=[CH:27][CH:26]=2)=[CH:17][CH:18]=1)[C:20]([O:22][CH3:23])=[O:21])=[O:9])([CH3:3])([CH3:5])[CH3:6]. The catalyst class is: 3. (4) Reactant: [OH:1]S(O)(=O)=O.CC1(C)C[O:10][C:9]([C:12]2[C:20]([CH2:21][CH3:22])=[CH:19][C:18]([O:23][CH3:24])=[CH:17][C:13]=2[C:14]([OH:16])=[O:15])=N1. Product: [CH2:21]([C:20]1[CH:19]=[C:18]([O:23][CH3:24])[CH:17]=[C:13]([C:14]([OH:16])=[O:15])[C:12]=1[C:9]([OH:10])=[O:1])[CH3:22]. The catalyst class is: 12. (5) Reactant: [S:1]1[CH:5]=[CH:4][N:3]=[C:2]1[C:6]1[CH:7]=[C:8]([NH2:12])[CH:9]=[CH:10][CH:11]=1.F[C:14]1[CH:22]=[CH:21][C:17]([C:18]([OH:20])=[O:19])=[CH:16][C:15]=1[N+:23]([O-:25])=[O:24]. Product: [N+:23]([C:15]1[CH:16]=[C:17]([CH:21]=[CH:22][C:14]=1[NH:12][C:8]1[CH:9]=[CH:10][CH:11]=[C:6]([C:2]2[S:1][CH:5]=[CH:4][N:3]=2)[CH:7]=1)[C:18]([OH:20])=[O:19])([O-:25])=[O:24]. The catalyst class is: 179.